Predict the reactants needed to synthesize the given product. From a dataset of Full USPTO retrosynthesis dataset with 1.9M reactions from patents (1976-2016). (1) Given the product [C:1]1([C:7](=[CH2:21])[C:8]([C:10]2[CH:20]=[CH:19][C:13]3[O:14][CH2:15][C:16](=[O:18])[NH:17][C:12]=3[CH:11]=2)=[O:9])[CH:2]=[CH:3][CH:4]=[CH:5][CH:6]=1, predict the reactants needed to synthesize it. The reactants are: [C:1]1([CH2:7][C:8]([C:10]2[CH:20]=[CH:19][C:13]3[O:14][CH2:15][C:16](=[O:18])[NH:17][C:12]=3[CH:11]=2)=[O:9])[CH:6]=[CH:5][CH:4]=[CH:3][CH:2]=1.[CH3:21]N(CN(C)C)C.C(OC(=O)C)(=O)C. (2) Given the product [N+:1]([C:4]1[CH:9]=[C:8]([N+:10]([O-:12])=[O:11])[CH:7]=[CH:6][C:5]=1[CH2:13][C:14]([Cl:20])=[O:16])([O-:3])=[O:2], predict the reactants needed to synthesize it. The reactants are: [N+:1]([C:4]1[CH:9]=[C:8]([N+:10]([O-:12])=[O:11])[CH:7]=[CH:6][C:5]=1[CH2:13][C:14]([OH:16])=O)([O-:3])=[O:2].C(Cl)(=O)C([Cl:20])=O. (3) The reactants are: [F:1][C:2]1[CH:31]=[CH:30][C:5]([CH2:6][N:7]2[CH2:11][CH2:10][N:9]([C:12]3[CH:16]=[C:15]([C:17]([O-:19])=[O:18])[N:14]([CH2:20][C:21]4[CH:26]=[CH:25][C:24]([O:27][CH3:28])=[CH:23][CH:22]=4)[N:13]=3)[C:8]2=[O:29])=[CH:4][CH:3]=1.[OH-].[Na+]. Given the product [F:1][C:2]1[CH:3]=[CH:4][C:5]([CH2:6][N:7]2[CH2:11][CH2:10][N:9]([C:12]3[CH:16]=[C:15]([C:17]([OH:19])=[O:18])[N:14]([CH2:20][C:21]4[CH:26]=[CH:25][C:24]([O:27][CH3:28])=[CH:23][CH:22]=4)[N:13]=3)[C:8]2=[O:29])=[CH:30][CH:31]=1, predict the reactants needed to synthesize it. (4) Given the product [C:1]([NH:5][S:6]([C:9]1[CH:14]=[CH:13][CH:12]=[CH:11][C:10]=1[C:15]1[CH:20]=[CH:19][C:18]([NH:21][C:30](=[O:31])[C:29]([CH3:33])=[CH2:28])=[C:17]([F:22])[CH:16]=1)(=[O:8])=[O:7])([CH3:4])([CH3:2])[CH3:3], predict the reactants needed to synthesize it. The reactants are: [C:1]([NH:5][S:6]([C:9]1[C:10]([C:15]2[CH:20]=[CH:19][C:18]([NH2:21])=[C:17]([F:22])[CH:16]=2)=[CH:11][CH:12]=[CH:13][CH:14]=1)(=[O:8])=[O:7])([CH3:4])([CH3:3])[CH3:2].C(=O)(O)[O-].[Na+].[CH3:28][C:29](=[CH2:33])[C:30](Cl)=[O:31].